Dataset: Forward reaction prediction with 1.9M reactions from USPTO patents (1976-2016). Task: Predict the product of the given reaction. Given the reactants [O:1]=[C:2]1[C:11]2[CH:10]=[CH:9][CH:8]=[C:7]3[NH:12][CH:13]([C:23]4[CH:28]=[CH:27][CH:26]=[CH:25][CH:24]=4)[CH:14]([C:15]4[CH:16]=[C:17]([CH:20]=[CH:21][CH:22]=4)[CH:18]=O)[C:5]([C:6]=23)=[N:4][NH:3]1.[CH3:29][NH:30][CH3:31].[BH4-].[Na+], predict the reaction product. The product is: [CH3:29][N:30]([CH2:18][C:17]1[CH:16]=[C:15]([CH:14]2[C:5]3=[N:4][NH:3][C:2](=[O:1])[C:11]4[CH:10]=[CH:9][CH:8]=[C:7]([C:6]=43)[NH:12][CH:13]2[C:23]2[CH:24]=[CH:25][CH:26]=[CH:27][CH:28]=2)[CH:22]=[CH:21][CH:20]=1)[CH3:31].